From a dataset of Forward reaction prediction with 1.9M reactions from USPTO patents (1976-2016). Predict the product of the given reaction. (1) Given the reactants C([O:8][C:9]([N:11]1[CH2:16][CH2:15][N:14]([C:17]2[CH:22]=[CH:21][CH:20]=[C:19]([CH:23]([C:26]#[N:27])[CH:24]=O)[CH:18]=2)[CH2:13][CH2:12]1)=[O:10])C1C=CC=CC=1.C(O)(=O)C.O.[NH2:33][NH2:34].C(=O)([O-])[O-].[Na+].[Na+].[C:41]1([CH3:47])[CH:46]=[CH:45][CH:44]=[CH:43][CH:42]=1, predict the reaction product. The product is: [CH2:47]([O:8][C:9]([N:11]1[CH2:12][CH2:13][N:14]([C:17]2[CH:22]=[CH:21][CH:20]=[C:19]([C:23]3[CH:24]=[N:33][NH:34][C:26]=3[NH2:27])[CH:18]=2)[CH2:15][CH2:16]1)=[O:10])[C:41]1[CH:46]=[CH:45][CH:44]=[CH:43][CH:42]=1. (2) Given the reactants [C:1]([O:5][C:6](=[O:19])[NH:7][CH2:8][C:9]1[CH:14]=[C:13]([CH:15]=[CH2:16])[C:12]([NH2:17])=[C:11]([Cl:18])[CH:10]=1)([CH3:4])([CH3:3])[CH3:2].[CH3:20][S:21](Cl)(=[O:23])=[O:22].C(N(CC)CC)C, predict the reaction product. The product is: [C:1]([O:5][C:6](=[O:19])[NH:7][CH2:8][C:9]1[CH:14]=[C:13]([CH:15]=[CH2:16])[C:12]([NH:17][S:21]([CH3:20])(=[O:23])=[O:22])=[C:11]([Cl:18])[CH:10]=1)([CH3:4])([CH3:2])[CH3:3].